The task is: Predict the reactants needed to synthesize the given product.. This data is from Full USPTO retrosynthesis dataset with 1.9M reactions from patents (1976-2016). (1) Given the product [S:3]([C:6]1[CH:11]=[CH:10][C:9]([CH2:12][C:13]([OH:15])=[O:14])=[CH:8][CH:7]=1)(=[O:5])(=[O:4])[NH2:1], predict the reactants needed to synthesize it. The reactants are: [NH3:1].Cl[S:3]([C:6]1[CH:11]=[CH:10][C:9]([CH2:12][C:13]([OH:15])=[O:14])=[CH:8][CH:7]=1)(=[O:5])=[O:4]. (2) Given the product [Cl-:1].[Cl:1][C:2]1[C:7]([CH2:8][NH3+:9])=[CH:6][C:5]([O:14][CH3:13])=[N:4][CH:3]=1, predict the reactants needed to synthesize it. The reactants are: [Cl:1][C:2]1[C:7]([C:8]#[N:9])=[CH:6][C:5](F)=[N:4][CH:3]=1.[Na].Cl.[CH3:13][OH:14]. (3) The reactants are: C(O[C:4]([C:6]1([CH2:12][CH2:13]OC)[CH2:11][CH2:10][NH:9][CH2:8][CH2:7]1)=[O:5])C.[CH3:16][C:17]1[S:21][C:20]([S:22](Cl)(=[O:24])=[O:23])=[CH:19][CH:18]=1.[CH:26]([C:30]1[CH:35]=[CH:34][C:33]([NH2:36])=[CH:32][CH:31]=1)([CH2:28][CH3:29])[CH3:27]. Given the product [CH:26]([C:30]1[CH:31]=[CH:32][C:33]([N:36]2[CH2:13][CH2:12][C:6]3([CH2:7][CH2:8][N:9]([S:22]([C:20]4[S:21][C:17]([CH3:16])=[CH:18][CH:19]=4)(=[O:24])=[O:23])[CH2:10][CH2:11]3)[C:4]2=[O:5])=[CH:34][CH:35]=1)([CH2:28][CH3:29])[CH3:27], predict the reactants needed to synthesize it. (4) Given the product [OH:1][C@@H:2]1[CH2:7][CH2:6][CH2:5][CH2:4][C@H:3]1[NH:8][C:9]([C:11]1[C:16]([C:17]([F:20])([F:19])[F:18])=[N:15][C:14]([O:21][CH2:22][CH:23]2[CH2:25][CH2:24]2)=[C:13]([C:26]2[CH:31]=[CH:30][C:29]([NH:51][S:52]([CH3:55])(=[O:54])=[O:53])=[CH:28][CH:27]=2)[N:12]=1)=[O:10], predict the reactants needed to synthesize it. The reactants are: [OH:1][C@@H:2]1[CH2:7][CH2:6][CH2:5][CH2:4][C@H:3]1[NH:8][C:9]([C:11]1[C:16]([C:17]([F:20])([F:19])[F:18])=[N:15][C:14]([O:21][CH2:22][CH:23]2[CH2:25][CH2:24]2)=[C:13]([C:26]2[CH:31]=[CH:30][CH:29]=[C:28](Cl)[CH:27]=2)[N:12]=1)=[O:10].NC1C(C2C=CC([NH:51][S:52]([CH3:55])(=[O:54])=[O:53])=CC=2)=NC(Br)=C(C(F)(F)F)N=1.